Dataset: Reaction yield outcomes from USPTO patents with 853,638 reactions. Task: Predict the reaction yield, written as a fraction of the theoretical maximum amount of product (1.0 means a 100% yield; for example, 0.34 means a 34% yield). The product is [Br:13][C:11]1[CH:12]=[C:7]([CH:8]=[C:9]([F:14])[CH:10]=1)[CH:17]=[O:18]. No catalyst specified. The yield is 1.00. The reactants are C([Mg]Cl)(C)C.Br[C:7]1[CH:8]=[C:9]([F:14])[CH:10]=[C:11]([Br:13])[CH:12]=1.C1C[O:18][CH2:17]C1.